From a dataset of Full USPTO retrosynthesis dataset with 1.9M reactions from patents (1976-2016). Predict the reactants needed to synthesize the given product. (1) The reactants are: [Cl:1][C:2]1[CH:7]=[CH:6][C:5]([NH:8][C:9]([NH:11][CH2:12][CH:13]2[O:18][CH2:17][CH2:16][NH:15][CH2:14]2)=[O:10])=[CH:4][CH:3]=1.[C:19]([O:27][CH2:28][CH2:29]Br)(=[O:26])[C:20]1[CH:25]=[CH:24][CH:23]=[CH:22][CH:21]=1. Given the product [C:19]([O:27][CH2:28][CH2:29][N:15]1[CH2:16][CH2:17][O:18][CH:13]([CH2:12][NH:11][C:9]([NH:8][C:5]2[CH:6]=[CH:7][C:2]([Cl:1])=[CH:3][CH:4]=2)=[O:10])[CH2:14]1)(=[O:26])[C:20]1[CH:25]=[CH:24][CH:23]=[CH:22][CH:21]=1, predict the reactants needed to synthesize it. (2) Given the product [CH2:1]([C:3]1[C:7]([CH2:8][CH3:9])=[CH:6][NH:5][CH:4]=1)[CH3:2], predict the reactants needed to synthesize it. The reactants are: [CH2:1]([C:3]1[C:7]([CH2:8][CH3:9])=[CH:6][NH:5][C:4]=1C(OCC)=O)[CH3:2].[OH-].[K+]. (3) The reactants are: [Si:1]([O:8][CH2:9][C:10]1[N:11]([CH3:23])[C:12]2[C:17]([CH:18]=1)=[CH:16][C:15]([CH:19]=[O:20])=[C:14]([CH:21]=[CH2:22])[CH:13]=2)([C:4]([CH3:7])([CH3:6])[CH3:5])([CH3:3])[CH3:2].[CH:24]([Mg]Cl)=[CH:25][CH3:26]. Given the product [Si:1]([O:8][CH2:9][C:10]1[N:11]([CH3:23])[C:12]2[C:17]([CH:18]=1)=[CH:16][C:15]([CH:19]([OH:20])[CH:24]=[CH:25][CH3:26])=[C:14]([CH:21]=[CH2:22])[CH:13]=2)([C:4]([CH3:7])([CH3:6])[CH3:5])([CH3:3])[CH3:2], predict the reactants needed to synthesize it. (4) Given the product [CH3:20][C@H:18]1[N:17]([CH3:21])[C@@H:16]([CH3:22])[CH2:15][N:14]([C:11]2[CH:12]=[CH:13][C:8]3[O:7][CH:6]=[C:5]([C:3]([O:4][CH3:31])=[O:24])[C:9]=3[CH:10]=2)[CH2:19]1, predict the reactants needed to synthesize it. The reactants are: CN(C)[C:3]([C:5]1[C:9]2[CH:10]=[C:11]([N:14]3[CH2:19][C@H:18]([CH3:20])[N:17]([CH3:21])[C@H:16]([CH3:22])[CH2:15]3)[CH:12]=[CH:13][C:8]=2[O:7][CH:6]=1)=[O:4].[OH-:24].[Na+].OS(O)(=O)=O.[CH3:31]O. (5) The reactants are: [F:1][C:2]1[CH:3]=[CH:4][C:5]([C:10]2[CH:11]=[N:12][C:13]3[N:14]([CH:16]=[C:17]([CH2:19][O:20][C:21]4[CH:26]=[CH:25][C:24]([F:27])=[CH:23][CH:22]=4)[N:18]=3)[CH:15]=2)=[C:6]([CH2:8][OH:9])[CH:7]=1.[C:28](N1C=CN=C1)([N:30]1C=CN=C1)=[O:29].O.N.C(OCC)(=O)C. Given the product [C:28](=[O:29])([O:9][CH2:8][C:6]1[CH:7]=[C:2]([F:1])[CH:3]=[CH:4][C:5]=1[C:10]1[CH:11]=[N:12][C:13]2[N:14]([CH:16]=[C:17]([CH2:19][O:20][C:21]3[CH:26]=[CH:25][C:24]([F:27])=[CH:23][CH:22]=3)[N:18]=2)[CH:15]=1)[NH2:30], predict the reactants needed to synthesize it. (6) Given the product [Cl:35][C:34]1[C:33]([N:36]2[CH2:41][CH2:40][N:39]3[S:42](=[O:45])(=[O:46])[CH2:43][CH2:44][CH:38]3[CH2:37]2)=[CH:32][C:29]([C:30]#[N:31])=[CH:28][C:27]=1[NH:26][C:2]1[N:7]=[C:6]([N:8]([CH:18]2[CH2:19][CH2:20]2)[CH2:9][C:10]2[CH:15]=[CH:14][C:13]([O:16][CH3:17])=[CH:12][CH:11]=2)[C:5]2=[N:21][CH:22]=[C:23]([C:24]#[N:25])[N:4]2[N:3]=1, predict the reactants needed to synthesize it. The reactants are: Cl[C:2]1[N:7]=[C:6]([N:8]([CH:18]2[CH2:20][CH2:19]2)[CH2:9][C:10]2[CH:15]=[CH:14][C:13]([O:16][CH3:17])=[CH:12][CH:11]=2)[C:5]2=[N:21][CH:22]=[C:23]([C:24]#[N:25])[N:4]2[N:3]=1.[NH2:26][C:27]1[CH:28]=[C:29]([CH:32]=[C:33]([N:36]2[CH2:41][CH2:40][N:39]3[S:42](=[O:46])(=[O:45])[CH2:43][CH2:44][CH:38]3[CH2:37]2)[C:34]=1[Cl:35])[C:30]#[N:31].CC1(C)C2C(=C(P(C3C=CC=CC=3)C3C=CC=CC=3)C=CC=2)OC2C(P(C3C=CC=CC=3)C3C=CC=CC=3)=CC=CC1=2.C(=O)([O-])[O-].[Cs+].[Cs+]. (7) Given the product [NH2:8][C:5]1[N:6]=[CH:7][C:2]([O:17][C:18]2[C:19]([CH:41]3[CH2:45][CH2:44][CH2:43][N:42]3[C:46](=[O:48])[CH3:47])=[CH:20][C:21]3[NH:25][C:24]([C:34]4[CH:39]=[CH:38][CH:37]=[CH:36][N:35]=4)=[N:23][C:22]=3[CH:40]=2)=[CH:3][CH:4]=1, predict the reactants needed to synthesize it. The reactants are: Br[C:2]1[CH:3]=[CH:4][C:5]([N+:8]([O-])=O)=[N:6][CH:7]=1.C(=O)([O-])[O-].[Cs+].[Cs+].[OH:17][C:18]1[C:19]([CH:41]2[CH2:45][CH2:44][CH2:43][N:42]2[C:46](=[O:48])[CH3:47])=[CH:20][C:21]2[N:25](COCC[Si](C)(C)C)[C:24]([C:34]3[CH:39]=[CH:38][CH:37]=[CH:36][N:35]=3)=[N:23][C:22]=2[CH:40]=1.[Cl-].[NH4+].